Dataset: Forward reaction prediction with 1.9M reactions from USPTO patents (1976-2016). Task: Predict the product of the given reaction. (1) Given the reactants Cl[C:2]1[N:7]=[C:6]([NH:8][C@H:9]([C:11]2[CH:16]=[CH:15][CH:14]=[CH:13][CH:12]=2)[CH3:10])[CH:5]=[N:4][CH:3]=1.[CH3:17][C:18]1[NH:19][C:20]2[CH:26]=[CH:25][CH:24]=[CH:23][C:21]=2[N:22]=1, predict the reaction product. The product is: [CH3:17][C:18]1[N:22]([C:2]2[N:7]=[C:6]([NH:8][C@H:9]([C:11]3[CH:16]=[CH:15][CH:14]=[CH:13][CH:12]=3)[CH3:10])[CH:5]=[N:4][CH:3]=2)[C:21]2[CH:23]=[CH:24][CH:25]=[CH:26][C:20]=2[N:19]=1. (2) The product is: [C:16]([O:20][C:21]([N:23]1[CH2:28][CH2:27][N:26]([C:10]2[CH:11]=[CH:12][C:7]([S:4]([CH:1]3[CH2:3][CH2:2]3)(=[O:6])=[O:5])=[C:8]([F:15])[C:9]=2[F:14])[CH2:25][CH2:24]1)=[O:22])([CH3:19])([CH3:17])[CH3:18]. Given the reactants [CH:1]1([S:4]([C:7]2[CH:12]=[CH:11][C:10](F)=[C:9]([F:14])[C:8]=2[F:15])(=[O:6])=[O:5])[CH2:3][CH2:2]1.[C:16]([O:20][C:21]([N:23]1[CH2:28][CH2:27][NH:26][CH2:25][CH2:24]1)=[O:22])([CH3:19])([CH3:18])[CH3:17], predict the reaction product.